From a dataset of Forward reaction prediction with 1.9M reactions from USPTO patents (1976-2016). Predict the product of the given reaction. (1) Given the reactants [C:1]([CH:4]([CH2:10][CH2:11][CH:12]([CH3:14])[CH3:13])[C:5]([O:7]CC)=[O:6])(=[O:3])[CH3:2].[OH-].[Na+], predict the reaction product. The product is: [C:1]([CH:4]([CH2:10][CH2:11][CH:12]([CH3:14])[CH3:13])[C:5]([OH:7])=[O:6])(=[O:3])[CH3:2]. (2) Given the reactants [Br:1][C:2]1[CH:3]=[CH:4][C:5]([CH3:8])=[N:6][CH:7]=1.[Br:9]N1C(=O)CCC1=O, predict the reaction product. The product is: [Br:1][C:2]1[CH:3]=[CH:4][C:5]([CH2:8][Br:9])=[N:6][CH:7]=1. (3) Given the reactants [C:1](Cl)(=[O:3])[CH3:2].[N+:5]([C:8]1[CH:9]=[CH:10][C:11]2[CH2:17][CH2:16][CH2:15][CH2:14][NH:13][C:12]=2[CH:18]=1)([O-:7])=[O:6].C([O-])(O)=O.[Na+], predict the reaction product. The product is: [N+:5]([C:8]1[CH:9]=[CH:10][C:11]2[CH2:17][CH2:16][CH2:15][CH2:14][N:13]([C:1](=[O:3])[CH3:2])[C:12]=2[CH:18]=1)([O-:7])=[O:6].